From a dataset of Forward reaction prediction with 1.9M reactions from USPTO patents (1976-2016). Predict the product of the given reaction. (1) Given the reactants [F:1][C:2]1[CH:17]=[CH:16][C:5]([CH2:6][O:7][CH2:8][C:9]2[N:14]=[C:13]([NH2:15])[CH:12]=[CH:11][CH:10]=2)=[CH:4][CH:3]=1.[F:18][C:19]1[CH:20]=[CH:21][C:22]([CH3:29])=[C:23]([S:25](Cl)(=[O:27])=[O:26])[CH:24]=1, predict the reaction product. The product is: [F:18][C:19]1[CH:20]=[CH:21][C:22]([CH3:29])=[C:23]([S:25]([NH:15][C:13]2[CH:12]=[CH:11][CH:10]=[C:9]([CH2:8][O:7][CH2:6][C:5]3[CH:4]=[CH:3][C:2]([F:1])=[CH:17][CH:16]=3)[N:14]=2)(=[O:27])=[O:26])[CH:24]=1. (2) Given the reactants [Na].[S:2]1[CH:6]=[CH:5][CH:4]=[C:3]1[C:7]#[N:8].[C:9]([O:19]C(C)C)(=O)[CH2:10][CH2:11][C:12]([O:14]C(C)C)=O.[C:23](O)(=O)[CH3:24], predict the reaction product. The product is: [O:14]=[C:12]1[C:11]2=[C:7]([C:3]3[S:2][CH:6]=[CH:5][CH:4]=3)[NH:8][C:9](=[O:19])[C:10]2=[C:7]([C:3]2[S:2][CH:6]=[CH:23][CH:24]=2)[NH:8]1.